This data is from CYP1A2 inhibition data for predicting drug metabolism from PubChem BioAssay. The task is: Regression/Classification. Given a drug SMILES string, predict its absorption, distribution, metabolism, or excretion properties. Task type varies by dataset: regression for continuous measurements (e.g., permeability, clearance, half-life) or binary classification for categorical outcomes (e.g., BBB penetration, CYP inhibition). Dataset: cyp1a2_veith. (1) The molecule is CN(C)c1ncc2nc(CCc3ccccc3)c(=O)n(CCc3ccccc3)c2n1. The result is 1 (inhibitor). (2) The result is 0 (non-inhibitor). The compound is CC(C)CNc1nc(N)[nH]c(=O)c1NC=O. (3) The molecule is COc1ccc(-c2nc3cnc(Nc4cccc(OC)c4)nc3n(C[C@H]3CCCO3)c2=O)cc1. The result is 0 (non-inhibitor). (4) The molecule is COc1cc2nc(N(C)CCCNC(=O)[C@@H]3CCCO3)nc(N)c2cc1OC. The result is 0 (non-inhibitor). (5) The compound is FC(F)(F)c1nc(SCc2ccc(Cl)cc2)n[nH]1. The result is 0 (non-inhibitor). (6) The molecule is CC(C)(C)c1ccc(O)c(CN(Cc2c(O)ccc3ccccc23)C2CCCCC2)c1. The result is 1 (inhibitor).